From a dataset of Catalyst prediction with 721,799 reactions and 888 catalyst types from USPTO. Predict which catalyst facilitates the given reaction. (1) Reactant: Cl[C:2]1[N:7]=[C:6]([N:8]2[C@@H:12]([CH:13]([CH3:15])[CH3:14])[CH2:11][O:10][C:9]2=[O:16])[CH:5]=[CH:4][N:3]=1.[Cl:17][C:18]1[CH:23]=[CH:22][C:21]([CH:24]([NH2:26])[CH3:25])=[CH:20][CH:19]=1. Product: [Cl:17][C:18]1[CH:23]=[CH:22][C:21]([C@H:24]([NH:26][C:2]2[N:7]=[C:6]([N:8]3[C@@H:12]([CH:13]([CH3:15])[CH3:14])[CH2:11][O:10][C:9]3=[O:16])[CH:5]=[CH:4][N:3]=2)[CH3:25])=[CH:20][CH:19]=1.[Cl:17][C:18]1[CH:23]=[CH:22][C:21]([C@@H:24]([NH:26][C:2]2[N:7]=[C:6]([N:8]3[C@@H:12]([CH:13]([CH3:15])[CH3:14])[CH2:11][O:10][C:9]3=[O:16])[CH:5]=[CH:4][N:3]=2)[CH3:25])=[CH:20][CH:19]=1. The catalyst class is: 197. (2) Reactant: FC1C=CC=CC=1[O:4][CH:5]1[CH2:10][CH2:9][N:8]([C:11]2C=[CH:15][C:14]([I:17])=[CH:13][N:12]=2)[CH2:7][CH2:6]1.I[N:23]1C(=O)CCC1=O.C(OOC(=O)C1C=CC=CC=1)(=O)C1C=CC=CC=1. Product: [I:17][C:14]1[CH:15]=[N:23][C:11]([N:8]2[CH2:7][CH2:6][CH:5]([OH:4])[CH2:10][CH2:9]2)=[N:12][CH:13]=1. The catalyst class is: 53. (3) The catalyst class is: 1. Product: [CH2:14]([NH:11][C:12]([N:2]1[C:3](=[O:10])[C:4]2[C:5](=[N:6][CH:7]=[CH:8][CH:9]=2)[O:1]1)=[O:13])[CH2:15][CH2:16][CH2:17][CH2:18][CH3:19]. Reactant: [O:1]1[C:5]2=[N:6][CH:7]=[CH:8][CH:9]=[C:4]2[C:3]([OH:10])=[N:2]1.[N:11]([CH2:14][CH2:15][CH2:16][CH2:17][CH2:18][CH3:19])=[C:12]=[O:13]. (4) Reactant: C(=O)([O-])O.[Na+].Cl.[NH2:7][OH:8].[F:9][C:10]([F:26])([F:25])[C:11]1[CH:16]=[CH:15][CH:14]=[CH:13][C:12]=1[C:17]1[CH:22]=[CH:21][N:20]=[C:19]([C:23]#[N:24])[CH:18]=1. Product: [F:26][C:10]([F:25])([F:9])[C:11]1[CH:16]=[CH:15][CH:14]=[CH:13][C:12]=1[C:17]1[CH:22]=[CH:21][N:20]=[C:19]([C:23](=[N:7][OH:8])[NH2:24])[CH:18]=1. The catalyst class is: 8. (5) Reactant: [F:1][C:2]1[CH:7]=[C:6]([CH3:8])[CH:5]=[CH:4][C:3]=1[N:9]1[C:13]([OH:14])=[CH:12][C:11]([C:15]([O:17][CH2:18][CH3:19])=[O:16])=[N:10]1.C(N(CC)CC)C.C1C=CC(N([S:34]([C:37]([F:40])([F:39])[F:38])(=[O:36])=[O:35])[S:34]([C:37]([F:40])([F:39])[F:38])(=[O:36])=[O:35])=CC=1.O. Product: [F:1][C:2]1[CH:7]=[C:6]([CH3:8])[CH:5]=[CH:4][C:3]=1[N:9]1[C:13]([O:14][S:34]([C:37]([F:40])([F:39])[F:38])(=[O:36])=[O:35])=[CH:12][C:11]([C:15]([O:17][CH2:18][CH3:19])=[O:16])=[N:10]1. The catalyst class is: 7. (6) Reactant: [C:1]([O:8][CH3:9])(=[O:7])[CH2:2][C:3]([O:5][CH3:6])=[O:4].[H-].[Na+].[Br:12][C:13]1[CH:18]=[CH:17][C:16](F)=[C:15]([N+:20]([O-:22])=[O:21])[CH:14]=1. Product: [CH3:6][O:5][C:3](=[O:4])[CH:2]([C:16]1[CH:17]=[CH:18][C:13]([Br:12])=[CH:14][C:15]=1[N+:20]([O-:22])=[O:21])[C:1]([O:8][CH3:9])=[O:7]. The catalyst class is: 16. (7) Reactant: O.[OH-].[Li+:3].[CH3:4][C:5]1[C:10]([O:11][C:12]2[CH:17]=[CH:16][N:15]=[C:14]([NH:18][C:19]3[CH:29]=[CH:28][C:22]([C:23]([O:25]CC)=[O:24])=[CH:21][CH:20]=3)[CH:13]=2)=[CH:9][CH:8]=[C:7]([CH3:30])[N:6]=1. Product: [CH3:4][C:5]1[C:10]([O:11][C:12]2[CH:17]=[CH:16][N:15]=[C:14]([NH:18][C:19]3[CH:29]=[CH:28][C:22]([C:23]([O-:25])=[O:24])=[CH:21][CH:20]=3)[CH:13]=2)=[CH:9][CH:8]=[C:7]([CH3:30])[N:6]=1.[Li+:3]. The catalyst class is: 315.